This data is from Peptide-MHC class I binding affinity with 185,985 pairs from IEDB/IMGT. The task is: Regression. Given a peptide amino acid sequence and an MHC pseudo amino acid sequence, predict their binding affinity value. This is MHC class I binding data. The peptide sequence is YDQENPYRTW. The MHC is HLA-B44:02 with pseudo-sequence HLA-B44:02. The binding affinity (normalized) is 0.533.